Dataset: Peptide-MHC class I binding affinity with 185,985 pairs from IEDB/IMGT. Task: Regression. Given a peptide amino acid sequence and an MHC pseudo amino acid sequence, predict their binding affinity value. This is MHC class I binding data. The peptide sequence is EGGVGWRHW. The MHC is HLA-B40:01 with pseudo-sequence HLA-B40:01. The binding affinity (normalized) is 0.